This data is from Forward reaction prediction with 1.9M reactions from USPTO patents (1976-2016). The task is: Predict the product of the given reaction. (1) The product is: [Cl:1][C:2]1[CH:3]=[CH:4][C:5]2[N:6]3[CH:18]([C:19]4[CH:20]=[CH:21][CH:22]=[CH:23][CH:24]=4)[CH2:17][O:16][C:8]4[CH:9]=[CH:10][CH:11]=[C:12]([C:13]=2[C:14]=1[O:15][CH2:32][C:33]#[N:34])[C:7]3=4. Given the reactants [Cl:1][C:2]1[C:14]([OH:15])=[C:13]2[C:5]([N:6]3[CH:18]([C:19]4[CH:24]=[CH:23][CH:22]=[CH:21][CH:20]=4)[CH2:17][O:16][C:8]4[CH:9]=[CH:10][CH:11]=[C:12]2[C:7]3=4)=[CH:4][CH:3]=1.C(=O)([O-])[O-].[K+].[K+].Br[CH2:32][C:33]#[N:34], predict the reaction product. (2) Given the reactants [C:1]1([C:7]2[CH:8]=[C:9]([N:16]3[CH2:21][CH2:20][N:19]([CH3:22])[CH2:18][CH2:17]3)[CH:10]=[CH:11][C:12]=2[N+:13]([O-])=O)[CH2:6][CH2:5][CH2:4][CH2:3][CH:2]=1.[NH4+].[Cl-].[C:25]([C:27]1[O:31][C:30]([C:32](O)=[O:33])=[CH:29][CH:28]=1)#[N:26].C(Cl)(=O)C(Cl)=O.CCN(C(C)C)C(C)C, predict the reaction product. The product is: [C:1]1([C:7]2[CH:8]=[C:9]([N:16]3[CH2:21][CH2:20][N:19]([CH3:22])[CH2:18][CH2:17]3)[CH:10]=[CH:11][C:12]=2[NH:13][C:32]([C:30]2[O:31][C:27]([C:25]#[N:26])=[CH:28][CH:29]=2)=[O:33])[CH2:6][CH2:5][CH2:4][CH2:3][CH:2]=1.